Dataset: Catalyst prediction with 721,799 reactions and 888 catalyst types from USPTO. Task: Predict which catalyst facilitates the given reaction. Reactant: [CH2:1]([O:3][C:4]([C:6]1[NH:7][C:8]2[C:13]([CH:14]=1)=[C:12]([O:15][C:16]1[CH:21]=[CH:20][C:19]([F:22])=[CH:18][C:17]=1[N+:23]([O-])=O)[CH:11]=[CH:10][CH:9]=2)=[O:5])[CH3:2]. Product: [CH2:1]([O:3][C:4]([C:6]1[NH:7][C:8]2[C:13]([CH:14]=1)=[C:12]([O:15][C:16]1[CH:21]=[CH:20][C:19]([F:22])=[CH:18][C:17]=1[NH2:23])[CH:11]=[CH:10][CH:9]=2)=[O:5])[CH3:2]. The catalyst class is: 78.